Dataset: Reaction yield outcomes from USPTO patents with 853,638 reactions. Task: Predict the reaction yield, written as a fraction of the theoretical maximum amount of product (1.0 means a 100% yield; for example, 0.34 means a 34% yield). (1) The reactants are Cl[C:2]1[CH:3]=[CH:4][C:5]2[N:12]3[CH2:13][C@H:8]([CH2:9][CH2:10][CH2:11]3)[NH:7][C:6]=2[N:14]=1.[F:15][C:16]([F:24])([F:23])[CH:17]1[CH2:22][CH2:21][CH2:20][NH:19][CH2:18]1.CC(C)([O-])C.[K+].COCCOC. The catalyst is C([Pd+])C=C.CO. The product is [F:15][C:16]([F:24])([F:23])[CH:17]1[CH2:22][CH2:21][CH2:20][N:19]([C:2]2[CH:3]=[CH:4][C:5]3[N:12]4[CH2:13][C@H:8]([CH2:9][CH2:10][CH2:11]4)[NH:7][C:6]=3[N:14]=2)[CH2:18]1. The yield is 0.730. (2) The reactants are CS([O:5][CH2:6][C@@H:7]([O:35]S(C)(=O)=O)[C@H:8]1[O:12][C:11](=[O:13])[N:10]([C:14]2[CH:23]=[C:22]3[C:17]([CH:18]=[C:19]([C:25]4[CH:30]=[CH:29][CH:28]=[CH:27][C:26]=4[C:31]([F:34])([F:33])[F:32])[NH:20][C:21]3=[O:24])=[CH:16][CH:15]=2)[CH2:9]1)(=O)=O.[C:40]([O-:43])(=O)[CH3:41].[K+].C(=O)(O)[O-].[Na+].[C:50](OC(=O)C)(=[O:52])[CH3:51]. No catalyst specified. The product is [C:50]([O:5][CH2:6][C@H:7]([O:35][C:40](=[O:43])[CH3:41])[C@H:8]1[O:12][C:11](=[O:13])[N:10]([C:14]2[CH:23]=[C:22]3[C:17]([CH:18]=[C:19]([C:25]4[CH:30]=[CH:29][CH:28]=[CH:27][C:26]=4[C:31]([F:34])([F:33])[F:32])[NH:20][C:21]3=[O:24])=[CH:16][CH:15]=2)[CH2:9]1)(=[O:52])[CH3:51]. The yield is 0.540. (3) The reactants are [C:1]([C:5]1[O:9][N:8]=[C:7]([NH:10][C:11]([NH:13][C:14]2[CH:19]=[CH:18][CH:17]=[C:16]([O:20][C:21]3[C:30]4[C:25](=[CH:26][CH:27]=[C:28](I)[CH:29]=4)[N:24]=[CH:23][N:22]=3)[CH:15]=2)=[O:12])[CH:6]=1)([CH3:4])([CH3:3])[CH3:2].[NH:32]1[CH2:37][CH2:36][O:35][CH2:34][CH2:33]1.C([O-])([O-])=O.[Cs+].[Cs+]. The catalyst is COCCOC.C1C=CC(/C=C/C(/C=C/C2C=CC=CC=2)=O)=CC=1.C1C=CC(/C=C/C(/C=C/C2C=CC=CC=2)=O)=CC=1.C1C=CC(/C=C/C(/C=C/C2C=CC=CC=2)=O)=CC=1.[Pd].[Pd]. The product is [C:1]([C:5]1[O:9][N:8]=[C:7]([NH:10][C:11]([NH:13][C:14]2[CH:19]=[CH:18][CH:17]=[C:16]([O:20][C:21]3[C:30]4[C:25](=[CH:26][CH:27]=[C:28]([N:32]5[CH2:37][CH2:36][O:35][CH2:34][CH2:33]5)[CH:29]=4)[N:24]=[CH:23][N:22]=3)[CH:15]=2)=[O:12])[CH:6]=1)([CH3:4])([CH3:3])[CH3:2]. The yield is 0.0340. (4) The reactants are [CH2:1]([C:4]1[N:8]([CH2:9][C:10]2[CH:27]=[CH:26][C:13]3/[C:14](=[CH:23]/[C:24]#[N:25])/[C:15]4[CH:22]=[CH:21][CH:20]=[CH:19][C:16]=4[CH2:17][CH2:18][C:12]=3[CH:11]=2)[C:7]2[CH:28]=[CH:29][CH:30]=[CH:31][C:6]=2[N:5]=1)[CH2:2][CH3:3].C[Si]([N:36]=[N+:37]=[N-:38])(C)C.C([Sn](=O)CCCC)CCC. The catalyst is C1(C)C=CC=CC=1. The product is [CH2:1]([C:4]1[N:8]([CH2:9][C:10]2[CH:27]=[CH:26][C:13]3/[C:14](=[CH:23]/[C:24]4[NH:38][N:37]=[N:36][N:25]=4)/[C:15]4[CH:22]=[CH:21][CH:20]=[CH:19][C:16]=4[CH2:17][CH2:18][C:12]=3[CH:11]=2)[C:7]2[CH:28]=[CH:29][CH:30]=[CH:31][C:6]=2[N:5]=1)[CH2:2][CH3:3]. The yield is 0.500. (5) The reactants are C(N(CC)CC)C.Cl.CN(C)C.[Cl:13][C:14]1[C:15]2[CH:22]=[CH:21][N:20]([C:23]([CH2:28][OH:29])([CH2:26][OH:27])[CH2:24][OH:25])[C:16]=2[N:17]=[CH:18][N:19]=1.[S:30](Cl)([C:33]1[CH:39]=[CH:38][C:36]([CH3:37])=[CH:35][CH:34]=1)(=[O:32])=[O:31]. The catalyst is ClCCl.O. The product is [Cl:13][C:14]1[C:15]2[CH:22]=[CH:21][N:20]([C:23]([CH2:24][OH:25])([CH2:28][OH:29])[CH2:26][O:27][S:30]([C:33]3[CH:39]=[CH:38][C:36]([CH3:37])=[CH:35][CH:34]=3)(=[O:32])=[O:31])[C:16]=2[N:17]=[CH:18][N:19]=1. The yield is 0.550.